This data is from Full USPTO retrosynthesis dataset with 1.9M reactions from patents (1976-2016). The task is: Predict the reactants needed to synthesize the given product. Given the product [C:14]1([C:20]2([N:46]([CH3:48])[CH3:47])[CH2:25][CH2:24][CH:23]([CH2:26][O:27][CH2:28][C:29]3[C:37]4[C:32](=[CH:33][CH:34]=[C:35]([F:38])[CH:36]=4)[NH:31][CH:30]=3)[CH2:22][CH2:21]2)[CH:15]=[CH:16][CH:17]=[CH:18][CH:19]=1, predict the reactants needed to synthesize it. The reactants are: O.[F-].C([N+](C)(C)C)C1C=CC=CC=1.[C:14]1([C:20]2([N:46]([CH3:48])[CH3:47])[CH2:25][CH2:24][CH:23]([CH2:26][O:27][CH2:28][C:29]3[C:37]4[C:32](=[CH:33][CH:34]=[C:35]([F:38])[CH:36]=4)[NH:31][C:30]=3[Si](CC)(CC)CC)[CH2:22][CH2:21]2)[CH:19]=[CH:18][CH:17]=[CH:16][CH:15]=1.